Task: Predict the product of the given reaction.. Dataset: Forward reaction prediction with 1.9M reactions from USPTO patents (1976-2016) (1) Given the reactants Cl[CH2:2][CH2:3][O:4][C:5]1[C:13]2[C:8](=[N:9][CH:10]=[N:11][C:12]=2[NH:14][C:15]2[CH:20]=[CH:19][C:18]([O:21][C:22]3[CH:23]=[N:24][C:25]([CH3:28])=[CH:26][CH:27]=3)=[C:17]([Cl:29])[CH:16]=2)[NH:7][N:6]=1.[NH:30]1[CH2:35][CH2:34][O:33][CH2:32][CH2:31]1, predict the reaction product. The product is: [Cl:29][C:17]1[CH:16]=[C:15]([NH:14][C:12]2[N:11]=[CH:10][N:9]=[C:8]3[NH:7][N:6]=[C:5]([O:4][CH2:3][CH2:2][N:30]4[CH2:35][CH2:34][O:33][CH2:32][CH2:31]4)[C:13]=23)[CH:20]=[CH:19][C:18]=1[O:21][C:22]1[CH:23]=[N:24][C:25]([CH3:28])=[CH:26][CH:27]=1. (2) Given the reactants [F:1][C:2]1[CH:20]=[C:19]([N+:21]([O-:23])=[O:22])[CH:18]=[CH:17][C:3]=1[O:4][C:5]1[CH:10]=[CH:9][N:8]=[C:7]2[CH:11]=[C:12]([S:14]([CH3:16])=[O:15])[S:13][C:6]=12.C1C=C(Cl)C=C(C(OO)=[O:32])C=1.O, predict the reaction product. The product is: [F:1][C:2]1[CH:20]=[C:19]([N+:21]([O-:23])=[O:22])[CH:18]=[CH:17][C:3]=1[O:4][C:5]1[CH:10]=[CH:9][N:8]=[C:7]2[CH:11]=[C:12]([S:14]([CH3:16])(=[O:32])=[O:15])[S:13][C:6]=12. (3) The product is: [CH2:42]([O:43][C:3](=[O:4])[CH2:5][S:23][C:8]1[C:7]([C:6]#[N:24])=[C:12]([C:13]2[CH:18]=[CH:17][C:16]([Cl:19])=[C:15]([Cl:20])[CH:14]=2)[N:11]=[C:10]([S:25][CH3:26])[N:9]=1)[CH3:41]. Given the reactants CN[C:3]([C:5]1[S:23][C:8]2[N:9]=[C:10](NC)[N:11]=[C:12]([C:13]3[CH:18]=[CH:17][C:16]([Cl:19])=[C:15]([Cl:20])[CH:14]=3)[C:7]=2[C:6]=1[NH2:24])=[O:4].[SH:25][CH2:26]C(OCC)=O.CCN(C(C)C)C(C)C.[CH3:41][CH2:42][OH:43].C(Cl)Cl, predict the reaction product.